From a dataset of Peptide-MHC class II binding affinity with 134,281 pairs from IEDB. Regression. Given a peptide amino acid sequence and an MHC pseudo amino acid sequence, predict their binding affinity value. This is MHC class II binding data. (1) The peptide sequence is YREEIYRKGLGNFVQ. The MHC is DRB1_0701 with pseudo-sequence DRB1_0701. The binding affinity (normalized) is 0.484. (2) The peptide sequence is EEFCTLASRFLVEED. The MHC is DRB1_0301 with pseudo-sequence DRB1_0301. The binding affinity (normalized) is 0.548. (3) The peptide sequence is PEKEVLVWKFDSRLAFHH. The MHC is DRB1_0405 with pseudo-sequence DRB1_0405. The binding affinity (normalized) is 0.357. (4) The peptide sequence is AYGIPKVPPGPNITA. The MHC is HLA-DQA10201-DQB10202 with pseudo-sequence HLA-DQA10201-DQB10202. The binding affinity (normalized) is 0. (5) The peptide sequence is FAVATITHAAELQRV. The MHC is DRB1_1201 with pseudo-sequence DRB1_1201. The binding affinity (normalized) is 0.212.